Predict the reactants needed to synthesize the given product. From a dataset of Full USPTO retrosynthesis dataset with 1.9M reactions from patents (1976-2016). (1) Given the product [C:2]([O:1][C:2]1[CH:10]=[CH:9][CH:8]=[C:7]([O:11][C:7](=[O:11])[CH3:8])[C:3]=1[C:4]([OH:6])=[O:5])(=[O:1])[CH3:3], predict the reactants needed to synthesize it. The reactants are: [OH:1][C:2]1[CH:10]=[CH:9][CH:8]=[C:7]([OH:11])[C:3]=1[C:4]([OH:6])=[O:5]. (2) Given the product [OH:3][C:4]1[CH:5]=[C:6]2[C:10](=[CH:11][CH:12]=1)[N:9]([CH2:13][CH2:14][CH2:15][CH2:16][CH3:17])[CH:8]=[C:7]2[C:18]([C:20]1[C:29]2[C:24](=[CH:25][CH:26]=[CH:27][CH:28]=2)[CH:23]=[CH:22][CH:21]=1)=[O:19], predict the reactants needed to synthesize it. The reactants are: Br.C[O:3][C:4]1[CH:5]=[C:6]2[C:10](=[CH:11][CH:12]=1)[N:9]([CH2:13][CH2:14][CH2:15][CH2:16][CH3:17])[CH:8]=[C:7]2[C:18]([C:20]1[C:29]2[C:24](=[CH:25][CH:26]=[CH:27][CH:28]=2)[CH:23]=[CH:22][CH:21]=1)=[O:19]. (3) Given the product [CH3:19][O:20][C:21]1[CH:22]=[CH:23][C:24]([CH:27]([C:28]([C:30]2[CH:31]=[CH:32][C:33]([O:36][CH3:37])=[CH:34][CH:35]=2)=[O:29])[CH:10]([OH:11])[C:12]([OH:14])=[O:13])=[CH:25][CH:26]=1, predict the reactants needed to synthesize it. The reactants are: I([O-])(=O)(=O)=O.[Na+].[C:12]([OH:14])(=[O:13])[CH:10]([CH:10]([C:12]([OH:14])=[O:13])[OH:11])[OH:11].[OH-].[Na+].[CH3:19][O:20][C:21]1[CH:26]=[CH:25][C:24]([CH2:27][C:28]([C:30]2[CH:35]=[CH:34][C:33]([O:36][CH3:37])=[CH:32][CH:31]=2)=[O:29])=[CH:23][CH:22]=1. (4) Given the product [C:22]([C:21]1[CH:24]=[CH:25][C:18]([CH:16]=[C:6]([C:5](=[O:12])[CH:4]([O:3][CH2:1][CH3:2])[O:13][CH2:14][CH3:15])[C:7]([O:9][CH2:10][CH3:11])=[O:8])=[C:19]([O:26][CH3:27])[CH:20]=1)#[N:23], predict the reactants needed to synthesize it. The reactants are: [CH2:1]([O:3][CH:4]([O:13][CH2:14][CH3:15])[C:5](=[O:12])[CH2:6][C:7]([O:9][CH2:10][CH3:11])=[O:8])[CH3:2].[CH:16]([C:18]1[CH:25]=[CH:24][C:21]([C:22]#[N:23])=[CH:20][C:19]=1[O:26][CH3:27])=O.C(O)(=O)C.N1CCCCC1. (5) Given the product [CH2:1]([O:8][C:9](=[O:50])[NH:10][C@H:11]([C:13](=[O:49])[NH:14][C@H:15]([C:26](=[O:48])[NH:27][C@@H:28]([CH2:41][C:42]1[CH:47]=[CH:46][CH:45]=[CH:44][CH:43]=1)[C:29](=[O:40])[C:30](=[O:39])[NH:31][CH2:32][C:33]1[CH:38]=[CH:37][CH:36]=[CH:35][N:34]=1)[CH2:16][C:17]1[C:25]2[C:20](=[CH:21][CH:22]=[CH:23][CH:24]=2)[NH:19][CH:18]=1)[CH3:12])[C:2]1[CH:3]=[CH:4][CH:5]=[CH:6][CH:7]=1, predict the reactants needed to synthesize it. The reactants are: [CH2:1]([O:8][C:9](=[O:50])[NH:10][C@H:11]([C:13](=[O:49])[NH:14][C@H:15]([C:26](=[O:48])[NH:27][C@@H:28]([CH2:41][C:42]1[CH:47]=[CH:46][CH:45]=[CH:44][CH:43]=1)[CH:29]([OH:40])[C:30](=[O:39])[NH:31][CH2:32][C:33]1[CH:38]=[CH:37][CH:36]=[CH:35][N:34]=1)[CH2:16][C:17]1[C:25]2[C:20](=[CH:21][CH:22]=[CH:23][CH:24]=2)[NH:19][CH:18]=1)[CH3:12])[C:2]1[CH:7]=[CH:6][CH:5]=[CH:4][CH:3]=1.CC(OI1(OC(C)=O)(OC(C)=O)OC(=O)C2C=CC=CC1=2)=O. (6) Given the product [CH3:28][O:29][C:30]1[CH:35]=[CH:34][C:33]([NH:36][C:10]([CH2:9][NH:8][C:1](=[O:2])[O:3][C:4]([CH3:5])([CH3:6])[CH3:7])=[O:12])=[CH:32][CH:31]=1, predict the reactants needed to synthesize it. The reactants are: [C:1]([NH:8][CH2:9][C:10]([OH:12])=O)([O:3][C:4]([CH3:7])([CH3:6])[CH3:5])=[O:2].C1CCC(N=C=NC2CCCCC2)CC1.[CH3:28][O:29][C:30]1[CH:35]=[CH:34][C:33]([NH2:36])=[CH:32][CH:31]=1.